The task is: Predict the product of the given reaction.. This data is from Forward reaction prediction with 1.9M reactions from USPTO patents (1976-2016). Given the reactants [C:1]1([NH:7][C:8]2[O:9][CH:10]=[C:11]([C:13]([O:15]CC)=[O:14])[N:12]=2)[CH:6]=[CH:5][CH:4]=[CH:3][CH:2]=1.[OH-].[Li+].O.Cl, predict the reaction product. The product is: [C:1]1([NH:7][C:8]2[O:9][CH:10]=[C:11]([C:13]([OH:15])=[O:14])[N:12]=2)[CH:2]=[CH:3][CH:4]=[CH:5][CH:6]=1.